This data is from Full USPTO retrosynthesis dataset with 1.9M reactions from patents (1976-2016). The task is: Predict the reactants needed to synthesize the given product. Given the product [Br:1][C:2]1[CH:7]=[CH:6][N:5]=[C:4]2[NH:8][CH:9]=[C:10]([CH:11]=[O:25])[C:3]=12, predict the reactants needed to synthesize it. The reactants are: [Br:1][C:2]1[CH:7]=[CH:6][N:5]=[C:4]2[NH:8][CH:9]=[C:10]([CH2:11]N(C)C)[C:3]=12.C1N2CN3CN(C2)CN1C3.[OH2:25].